This data is from Forward reaction prediction with 1.9M reactions from USPTO patents (1976-2016). The task is: Predict the product of the given reaction. Given the reactants [F:1][C:2]1[C:7]([F:8])=[CH:6][CH:5]=[CH:4][C:3]=1[CH2:9][CH2:10][C:11]1[N:12]([CH2:22][C:23](O)=[O:24])[C:13]2[C:18]([C:19](=[O:21])[CH:20]=1)=[CH:17][CH:16]=[CH:15][N:14]=2.C(N1C=CN=C1)(N1C=CN=C1)=O.[CH3:38][C:39]([N:45]1[CH2:50][CH2:49][CH:48]([NH:51][CH2:52][C:53]2[CH:58]=[CH:57][C:56]([C:59]3[CH:64]=[CH:63][C:62]([C:65]([F:68])([F:67])[F:66])=[CH:61][CH:60]=3)=[CH:55][CH:54]=2)[CH2:47][CH2:46]1)([CH3:44])[C:40]([O:42][CH3:43])=[O:41], predict the reaction product. The product is: [F:1][C:2]1[C:7]([F:8])=[CH:6][CH:5]=[CH:4][C:3]=1[CH2:9][CH2:10][C:11]1[N:12]([CH2:22][C:23]([N:51]([CH2:52][C:53]2[CH:58]=[CH:57][C:56]([C:59]3[CH:60]=[CH:61][C:62]([C:65]([F:67])([F:68])[F:66])=[CH:63][CH:64]=3)=[CH:55][CH:54]=2)[CH:48]2[CH2:49][CH2:50][N:45]([C:39]([CH3:38])([CH3:44])[C:40]([O:42][CH3:43])=[O:41])[CH2:46][CH2:47]2)=[O:24])[C:13]2[C:18]([C:19](=[O:21])[CH:20]=1)=[CH:17][CH:16]=[CH:15][N:14]=2.